Predict the reaction yield, written as a fraction of the theoretical maximum amount of product (1.0 means a 100% yield; for example, 0.34 means a 34% yield). From a dataset of Reaction yield outcomes from USPTO patents with 853,638 reactions. (1) The reactants are [Br:1][C:2]1[CH:7]=[CH:6][CH:5]=[C:4]([S:8]([C:11]([C:13]2[CH:18]=[CH:17][C:16]([C:19]([F:28])([C:24]([F:27])([F:26])[F:25])[C:20]([F:23])([F:22])[F:21])=[CH:15][CH:14]=2)=[CH2:12])(=[O:10])=[O:9])[CH:3]=1.[CH2:29]([N:36]([CH2:40][Si](C)(C)C)[CH2:37]OC)[C:30]1[CH:35]=[CH:34][CH:33]=[CH:32][CH:31]=1. The catalyst is C(O)(C(F)(F)F)=O.C(Cl)Cl. The product is [CH2:29]([N:36]1[CH2:40][CH2:12][C:11]([S:8]([C:4]2[CH:5]=[CH:6][CH:7]=[C:2]([Br:1])[CH:3]=2)(=[O:10])=[O:9])([C:13]2[CH:18]=[CH:17][C:16]([C:19]([F:28])([C:20]([F:22])([F:23])[F:21])[C:24]([F:26])([F:25])[F:27])=[CH:15][CH:14]=2)[CH2:37]1)[C:30]1[CH:35]=[CH:34][CH:33]=[CH:32][CH:31]=1. The yield is 0.930. (2) The reactants are Br[C:2]1[N:10]([CH2:11][C:12]2[CH:17]=[CH:16][C:15]([Cl:18])=[CH:14][CH:13]=2)[C:9]2[C:8](=[O:19])[N:7]([CH2:20][CH2:21][C:22]3([OH:25])[CH2:24][CH2:23]3)[C:6](=[O:26])[N:5]([CH3:27])[C:4]=2[N:3]=1.[CH3:28][C:29]1[N:34]=[CH:33][C:32]([OH:35])=[CH:31][CH:30]=1.C(=O)([O-])[O-].[K+].[K+]. The catalyst is CN(C=O)C. The product is [Cl:18][C:15]1[CH:16]=[CH:17][C:12]([CH2:11][N:10]2[C:9]3[C:8](=[O:19])[N:7]([CH2:20][CH2:21][C:22]4([OH:25])[CH2:24][CH2:23]4)[C:6](=[O:26])[N:5]([CH3:27])[C:4]=3[N:3]=[C:2]2[O:35][C:32]2[CH:33]=[N:34][C:29]([CH3:28])=[CH:30][CH:31]=2)=[CH:13][CH:14]=1. The yield is 0.809. (3) The reactants are FC(F)(F)C(O)=O.[Br:8][C:9]1[N:14]=[CH:13][C:12]([C:15]2[CH:16]=[N:17][C:18]([N:33](C(OC(C)(C)C)=O)C(OC(C)(C)C)=O)=[C:19]([O:21][CH:22]([C:24]3[C:29]([Cl:30])=[CH:28][CH:27]=[C:26]([F:31])[C:25]=3[Cl:32])[CH3:23])[CH:20]=2)=[CH:11][CH:10]=1.O.C(=O)(O)[O-].[Na+]. The catalyst is ClCCl. The product is [Br:8][C:9]1[N:14]=[CH:13][C:12]([C:15]2[CH:16]=[N:17][C:18]([NH2:33])=[C:19]([O:21][CH:22]([C:24]3[C:29]([Cl:30])=[CH:28][CH:27]=[C:26]([F:31])[C:25]=3[Cl:32])[CH3:23])[CH:20]=2)=[CH:11][CH:10]=1. The yield is 1.06. (4) The reactants are CN(C)/[CH:3]=[CH:4]/[C:5]1[C:15]([N+:16]([O-])=O)=[CH:14][C:13]([N+:19]([O-])=O)=[CH:12][C:6]=1[C:7]([O:9][CH2:10][CH3:11])=[O:8].Cl[Sn]Cl. The catalyst is C(O)C. The product is [NH2:19][C:13]1[CH:12]=[C:6]([C:7]([O:9][CH2:10][CH3:11])=[O:8])[C:5]2[CH:4]=[CH:3][NH:16][C:15]=2[CH:14]=1. The yield is 0.400. (5) The reactants are [Br:1][C:2]1[C:3]([OH:17])=[CH:4][C:5]2[C:6]([CH3:16])([CH3:15])[CH2:7][CH:8]=[C:9]([CH:12]([CH3:14])[CH3:13])[C:10]=2[CH:11]=1.I[CH2:19][CH2:20][CH2:21][CH3:22]. No catalyst specified. The product is [Br:1][C:2]1[CH:11]=[C:10]2[C:5](=[CH:4][C:3]=1[O:17][CH2:19][CH2:20][CH2:21][CH3:22])[C:6]([CH3:15])([CH3:16])[CH2:7][CH:8]=[C:9]2[CH:12]([CH3:13])[CH3:14]. The yield is 0.660. (6) The reactants are [CH3:1][N:2]([S:26]([C:29]1[S:30][CH:31]=[CH:32][CH:33]=1)(=[O:28])=[O:27])[C:3]1[CH:4]=[C:5]([O:21][C:22]([F:25])([F:24])[F:23])[CH:6]=[C:7]2[C:11]=1[NH:10][C:9]([C:12]1[S:13][CH:14]([CH2:17][C:18]([OH:20])=O)[CH2:15][N:16]=1)=[CH:8]2.Cl.C[N:36](C)CCCN=C=NCC.CN(C)C=O. The catalyst is O. The product is [CH3:1][N:2]([S:26]([C:29]1[S:30][CH:31]=[CH:32][CH:33]=1)(=[O:28])=[O:27])[C:3]1[CH:4]=[C:5]([O:21][C:22]([F:24])([F:25])[F:23])[CH:6]=[C:7]2[C:11]=1[NH:10][C:9]([C:12]1[S:13][CH:14]([CH2:17][C:18]([NH2:36])=[O:20])[CH2:15][N:16]=1)=[CH:8]2. The yield is 0.430. (7) The reactants are [CH3:1][O:2][C:3]1[CH:8]=[CH:7][C:6]([N:9]2[CH2:14][CH2:13][O:12][CH2:11][CH2:10]2)=[CH:5][C:4]=1[NH:15][C:16]([C:18]1[NH:22][C:21]2[CH:23]=[CH:24][CH:25]=[CH:26][C:20]=2[N:19]=1)=[S:17].[OH-].[K+]. The catalyst is O.[C-]#N.[C-]#N.[C-]#N.[C-]#N.[C-]#N.[C-]#N.[K+].[K+].[K+].[K+].[Fe+6]. The product is [NH:22]1[C:21]2[CH:23]=[CH:24][CH:25]=[CH:26][C:20]=2[N:19]=[C:18]1[C:16]1[S:17][C:5]2[C:6]([N:9]3[CH2:10][CH2:11][O:12][CH2:13][CH2:14]3)=[CH:7][CH:8]=[C:3]([O:2][CH3:1])[C:4]=2[N:15]=1. The yield is 0.390.